From a dataset of NCI-60 drug combinations with 297,098 pairs across 59 cell lines. Regression. Given two drug SMILES strings and cell line genomic features, predict the synergy score measuring deviation from expected non-interaction effect. (1) Drug 1: C1CC(C1)(C(=O)O)C(=O)O.[NH2-].[NH2-].[Pt+2]. Drug 2: CCN(CC)CCNC(=O)C1=C(NC(=C1C)C=C2C3=C(C=CC(=C3)F)NC2=O)C. Cell line: OVCAR-4. Synergy scores: CSS=1.68, Synergy_ZIP=0.142, Synergy_Bliss=0.910, Synergy_Loewe=-1.35, Synergy_HSA=-1.64. (2) Drug 1: C1CCC(CC1)NC(=O)N(CCCl)N=O. Drug 2: CCCCC(=O)OCC(=O)C1(CC(C2=C(C1)C(=C3C(=C2O)C(=O)C4=C(C3=O)C=CC=C4OC)O)OC5CC(C(C(O5)C)O)NC(=O)C(F)(F)F)O. Cell line: T-47D. Synergy scores: CSS=0.480, Synergy_ZIP=-3.91, Synergy_Bliss=-4.39, Synergy_Loewe=-4.57, Synergy_HSA=-3.53.